This data is from Catalyst prediction with 721,799 reactions and 888 catalyst types from USPTO. The task is: Predict which catalyst facilitates the given reaction. (1) Product: [CH2:1]([O:4][C:5]1[CH:6]=[C:7]([CH:12]=[C:13]([O:15][C:17]2[CH:24]=[CH:23][C:20]([CH:21]=[O:22])=[CH:19][CH:18]=2)[CH:14]=1)[C:8]([O:10][CH3:11])=[O:9])[CH:2]=[CH2:3]. Reactant: [CH2:1]([O:4][C:5]1[CH:6]=[C:7]([CH:12]=[C:13]([OH:15])[CH:14]=1)[C:8]([O:10][CH3:11])=[O:9])[CH:2]=[CH2:3].F[C:17]1[CH:24]=[CH:23][C:20]([CH:21]=[O:22])=[CH:19][CH:18]=1.C(=O)([O-])[O-].[K+].[K+]. The catalyst class is: 18. (2) Reactant: C(#N)C.C(=O)([O-])[O-].[K+].[K+].[Cl:10][C:11]1[S:15][C:14]([C:16]2[C:20](B3OC(C)(C)C(C)(C)O3)=[CH:19][N:18]([CH2:30][CH:31]([CH3:33])[CH3:32])[N:17]=2)=[CH:13][CH:12]=1.Br[C:35]1[C:44]2[C:39](=[CH:40][CH:41]=[CH:42][CH:43]=2)[N:38]=[CH:37][CH:36]=1. Product: [Cl:10][C:11]1[S:15][C:14]([C:16]2[C:20]([C:35]3[C:44]4[C:39](=[CH:40][CH:41]=[CH:42][CH:43]=4)[N:38]=[CH:37][CH:36]=3)=[CH:19][N:18]([CH2:30][CH:31]([CH3:32])[CH3:33])[N:17]=2)=[CH:13][CH:12]=1. The catalyst class is: 6.